Task: Predict which catalyst facilitates the given reaction.. Dataset: Catalyst prediction with 721,799 reactions and 888 catalyst types from USPTO (1) Reactant: C(OC([N:8]1[CH2:15][CH2:14][C:11]2([CH2:13][CH2:12]2)[C@H:10]([OH:16])[CH2:9]1)=O)(C)(C)C.[ClH:17].COC(C)(C)C. Product: [ClH:17].[CH2:12]1[C:11]2([CH2:14][CH2:15][NH:8][CH2:9][C@H:10]2[OH:16])[CH2:13]1. The catalyst class is: 8. (2) Reactant: [CH3:1][NH:2][C:3]1[CH:8]=[CH:7][CH:6]=[CH:5][CH:4]=1.[C:9]([OH:13])(=[O:12])[CH:10]=[CH2:11].[C:14]([OH:18])(=[O:17])[CH:15]=[CH2:16].[C:19]([OH:23])(=[O:22])[CH:20]=[CH2:21].[CH2:24]([C:26]([CH2:31][OH:32])([CH2:29][OH:30])[CH2:27][CH3:28])[OH:25].C([O-])(=O)C=C. Product: [CH3:1][N:2]([CH2:11][CH2:10][C:9]([OH:13])=[O:12])[C:3]1[CH:8]=[CH:7][CH:6]=[CH:5][CH:4]=1.[CH3:1][N:2]([CH2:16][CH2:15][C:14]([OH:18])=[O:17])[C:3]1[CH:8]=[CH:7][CH:6]=[CH:5][CH:4]=1.[CH3:1][N:2]([CH2:21][CH2:20][C:19]([OH:23])=[O:22])[C:3]1[CH:8]=[CH:7][CH:6]=[CH:5][CH:4]=1.[CH2:24]([C:26]([CH2:31][OH:32])([CH2:29][OH:30])[CH2:27][CH3:28])[OH:25]. The catalyst class is: 15. (3) Reactant: [NH2:1][C:2]1[C@:3]2([CH2:21][F:22])[S:18](=[O:20])(=[O:19])[C@H:6]([C@:7]([C:10]3[CH:15]=[C:14]([NH2:16])[CH:13]=[CH:12][C:11]=3[F:17])([CH3:9])[N:8]=1)[CH2:5][CH2:4]2.[CH3:23][C:24]([CH3:39])([CH3:38])[C:25]#[C:26][CH2:27][O:28][C:29]1[N:30]=[CH:31][C:32]([C:35](O)=[O:36])=[N:33][CH:34]=1.CCCP1(OP(CCC)(=O)OP(CCC)(=O)O1)=O.C(=O)(O)[O-].[Na+]. Product: [NH2:1][C:2]1[C@:3]2([CH2:21][F:22])[S:18](=[O:19])(=[O:20])[C@@H:6]([CH2:5][CH2:4]2)[C@:7]([C:10]2[CH:15]=[C:14]([NH:16][C:35]([C:32]3[CH:31]=[N:30][C:29]([O:28][CH2:27][C:26]#[C:25][C:24]([CH3:39])([CH3:38])[CH3:23])=[CH:34][N:33]=3)=[O:36])[CH:13]=[CH:12][C:11]=2[F:17])([CH3:9])[N:8]=1. The catalyst class is: 288. (4) Reactant: O=P(Cl)(Cl)[Cl:3].CN(C=O)C.[NH2:11][C:12]1[S:13][C:14]2[C:19](O)=[N:18][C:17]([S:21][C@H:22]([C:24]3[CH:29]=[CH:28][CH:27]=[CH:26][CH:25]=3)[CH3:23])=[N:16][C:15]=2[N:30]=1. Product: [Cl:3][C:19]1[C:14]2[S:13][C:12]([NH2:11])=[N:30][C:15]=2[N:16]=[C:17]([S:21][C@H:22]([C:24]2[CH:29]=[CH:28][CH:27]=[CH:26][CH:25]=2)[CH3:23])[N:18]=1. The catalyst class is: 12. (5) Reactant: Cl[CH2:2][CH2:3][CH2:4][O:5][C:6]1[CH:11]=[CH:10][C:9]([C:12]2[O:13][CH:14]=[C:15]([C:17]([N:19]3[CH2:24][CH2:23][O:22][CH2:21][CH2:20]3)=[O:18])[N:16]=2)=[CH:8][CH:7]=1.[CH3:25][CH:26]1[CH2:30][CH2:29][CH2:28][NH:27]1.C(=O)([O-])[O-].[K+].[K+].[I-].[Na+]. Product: [CH3:25][CH:26]1[CH2:30][CH2:29][CH2:28][N:27]1[CH2:2][CH2:3][CH2:4][O:5][C:6]1[CH:11]=[CH:10][C:9]([C:12]2[O:13][CH:14]=[C:15]([C:17]([N:19]3[CH2:24][CH2:23][O:22][CH2:21][CH2:20]3)=[O:18])[N:16]=2)=[CH:8][CH:7]=1. The catalyst class is: 10. (6) Reactant: [CH3:1][C:2]1[C:16]([S:17]([CH3:20])(=[O:19])=[O:18])=[C:15]([C:21]([F:24])([F:23])[F:22])[CH:14]=[CH:13][C:3]=1[C:4]([NH:6][C:7]1[N:11]([CH3:12])[N:10]=[N:9][N:8]=1)=[O:5].I[CH2:26][CH3:27].C(=O)([O-])[O-].[K+].[K+]. Product: [CH2:26]([N:6]([C:7]1[N:11]([CH3:12])[N:10]=[N:9][N:8]=1)[C:4](=[O:5])[C:3]1[CH:13]=[CH:14][C:15]([C:21]([F:24])([F:22])[F:23])=[C:16]([S:17]([CH3:20])(=[O:19])=[O:18])[C:2]=1[CH3:1])[CH3:27]. The catalyst class is: 35. (7) Reactant: [NH2:1][C:2]1[CH:7]=[CH:6][C:5]([Br:8])=[CH:4][C:3]=1[C:9]([C:11]1[CH:16]=[CH:15][C:14]([Cl:17])=[CH:13][CH:12]=1)=O.[CH3:18][C:19]([S:22]([NH2:24])=[O:23])([CH3:21])[CH3:20]. Product: [NH2:1][C:2]1[CH:7]=[CH:6][C:5]([Br:8])=[CH:4][C:3]=1[C:9]([C:11]1[CH:16]=[CH:15][C:14]([Cl:17])=[CH:13][CH:12]=1)=[N:24][S:22]([C:19]([CH3:21])([CH3:20])[CH3:18])=[O:23]. The catalyst class is: 1.